Dataset: Forward reaction prediction with 1.9M reactions from USPTO patents (1976-2016). Task: Predict the product of the given reaction. (1) Given the reactants [NH2:1][C:2]1[CH:3]=[C:4]([CH:7]=[CH:8][C:9]=1[NH2:10])[C:5]#[N:6].[N:11]([O-])=O.[Na+], predict the reaction product. The product is: [NH:10]1[C:9]2[CH:8]=[CH:7][C:4]([C:5]#[N:6])=[CH:3][C:2]=2[N:1]=[N:11]1. (2) Given the reactants Br[C:2]1[CH:7]=[C:6]([O:8][CH2:9][O:10][CH3:11])[CH:5]=[CH:4][C:3]=1[CH2:12][C:13]([C:16]1[CH:21]=[CH:20][C:19]([O:22][Si:23]([CH:30]([CH3:32])[CH3:31])([CH:27]([CH3:29])[CH3:28])[CH:24]([CH3:26])[CH3:25])=[CH:18][N:17]=1)([OH:15])[CH3:14].C(=O)([O-])[O-].[Cs+].[Cs+], predict the reaction product. The product is: [CH3:11][O:10][CH2:9][O:8][C:6]1[CH:5]=[CH:4][C:3]2[CH2:12][C:13]([C:16]3[CH:21]=[CH:20][C:19]([O:22][Si:23]([CH:30]([CH3:32])[CH3:31])([CH:27]([CH3:29])[CH3:28])[CH:24]([CH3:26])[CH3:25])=[CH:18][N:17]=3)([CH3:14])[O:15][C:2]=2[CH:7]=1. (3) The product is: [CH3:28][C@@H:29]1[CH2:33][CH2:32][CH2:31][N:30]1[CH2:2][CH2:3][C:4]1[CH:13]=[C:12]2[C:7]([CH:8]=[C:9]([C:14]3[CH:21]=[CH:20][C:17]([C:18]#[N:19])=[CH:16][CH:15]=3)[N:10]=[CH:11]2)=[CH:6][CH:5]=1. Given the reactants O[CH2:2][CH2:3][C:4]1[CH:13]=[C:12]2[C:7]([CH:8]=[C:9]([C:14]3[CH:21]=[CH:20][C:17]([C:18]#[N:19])=[CH:16][CH:15]=3)[N:10]=[CH:11]2)=[CH:6][CH:5]=1.CS(Cl)(=O)=O.Cl.[CH3:28][C@@H:29]1[CH2:33][CH2:32][CH2:31][NH:30]1, predict the reaction product. (4) Given the reactants Cl.[C:2]1([CH3:10])[CH:7]=[CH:6][CH:5]=[CH:4][C:3]=1[NH:8][NH2:9].[CH3:11][C:12]([CH3:19])([CH3:18])[C:13](=O)[CH2:14][C:15]#[N:16].CCN(CC)CC, predict the reaction product. The product is: [C:12]([C:13]1[CH:14]=[C:15]([NH2:16])[N:8]([C:3]2[CH:4]=[CH:5][CH:6]=[CH:7][C:2]=2[CH3:10])[N:9]=1)([CH3:19])([CH3:18])[CH3:11]. (5) Given the reactants C[Si](C)(C)[N-][Si](C)(C)C.[Li+].[Br:11][C:12]1[CH:13]=[C:14]([C:17](=[O:19])[CH3:18])[O:15][CH:16]=1.C([O:27][C:28](=O)[C:29]([F:33])([F:32])[CH2:30][CH3:31])C1C=CC=CC=1, predict the reaction product. The product is: [Br:11][C:12]1[CH:13]=[C:14]([C:17](=[O:19])[CH2:18][C:28](=[O:27])[C:29]([F:33])([F:32])[CH2:30][CH3:31])[O:15][CH:16]=1.